Task: Regression/Classification. Given a drug SMILES string, predict its absorption, distribution, metabolism, or excretion properties. Task type varies by dataset: regression for continuous measurements (e.g., permeability, clearance, half-life) or binary classification for categorical outcomes (e.g., BBB penetration, CYP inhibition). Dataset: cyp2c19_veith.. Dataset: CYP2C19 inhibition data for predicting drug metabolism from PubChem BioAssay (1) The molecule is COc1ccc(-c2ccc(=O)n(CC(=O)Nc3nnc(C(C)C)s3)n2)cc1OC. The result is 0 (non-inhibitor). (2) The compound is O=C(c1cc(C(F)(F)F)cc(C(F)(F)F)c1)N1CCC[C@@]2(CCN(Cc3nccs3)C2)C1. The result is 0 (non-inhibitor).